This data is from Full USPTO retrosynthesis dataset with 1.9M reactions from patents (1976-2016). The task is: Predict the reactants needed to synthesize the given product. (1) Given the product [CH3:1][C:2]1[S:3][C:4]2[C:9]([N:10]=1)=[CH:8][C:7]([NH2:11])=[CH:6][N:5]=2, predict the reactants needed to synthesize it. The reactants are: [CH3:1][C:2]1[S:3][C:4]2[C:9]([N:10]=1)=[CH:8][C:7]([N+:11]([O-])=O)=[CH:6][N:5]=2. (2) Given the product [Cl:1][C:2]1[CH:3]=[C:4]([CH:18]=[CH:19][C:20]=1[Cl:21])[O:5][CH:6]1[CH2:7][CH2:8][N:9]([CH2:12][C@H:13]([OH:17])[CH2:14][N:15]([CH3:16])[C:32]([C:25]2[S:24][C:23](=[O:22])[NH:27][C:26]=2[C:28]([F:29])([F:30])[F:31])=[O:34])[CH2:10][CH2:11]1, predict the reactants needed to synthesize it. The reactants are: [Cl:1][C:2]1[CH:3]=[C:4]([CH:18]=[CH:19][C:20]=1[Cl:21])[O:5][CH:6]1[CH2:11][CH2:10][N:9]([CH2:12][C@H:13]([OH:17])[CH2:14][NH:15][CH3:16])[CH2:8][CH2:7]1.[O:22]=[C:23]1[NH:27][C:26]([C:28]([F:31])([F:30])[F:29])=[C:25]([C:32]([OH:34])=O)[S:24]1. (3) Given the product [Br:1][C:2]1[CH:3]=[N:4][C:5]([N:9]2[CH2:14][CH2:13][CH:12]([C:15]([NH2:17])=[O:16])[CH2:11][CH2:10]2)=[N:6][CH:7]=1, predict the reactants needed to synthesize it. The reactants are: [Br:1][C:2]1[CH:3]=[N:4][C:5](Cl)=[N:6][CH:7]=1.[NH:9]1[CH2:14][CH2:13][CH:12]([C:15]([NH2:17])=[O:16])[CH2:11][CH2:10]1. (4) Given the product [CH3:1][CH2:2][O:3][C:4]1[N:12]([CH2:13][C:14]2[CH:19]=[CH:18][C:17]([C:20]3[CH:21]=[CH:22][CH:23]=[CH:24][C:25]=3[C:26]3[N:27]=[N:28][NH:29][N:30]=3)=[CH:16][CH:15]=2)[C:11]2[C:10]([C:50]([O:52][CH:53]([O:55][C:56]([O:58][CH:59]3[CH2:60][CH2:61][CH2:62][CH2:63][CH2:64]3)=[O:57])[CH3:54])=[O:51])=[CH:9][CH:8]=[CH:7][C:6]=2[N:5]=1, predict the reactants needed to synthesize it. The reactants are: [CH3:1][CH2:2][O:3][C:4]1[N:12]([CH2:13][C:14]2[CH:19]=[CH:18][C:17]([C:20]3[C:25]([C:26]4[N:30](C(C5C=CC=CC=5)(C5C=CC=CC=5)C5C=CC=CC=5)[N:29]=[N:28][N:27]=4)=[CH:24][CH:23]=[CH:22][CH:21]=3)=[CH:16][CH:15]=2)[C:11]2[C:6](=[CH:7][CH:8]=[CH:9][C:10]=2[C:50]([O:52][CH:53]([O:55][C:56]([O:58][CH:59]2[CH2:64][CH2:63][CH2:62][CH2:61][CH2:60]2)=[O:57])[CH3:54])=[O:51])[N:5]=1.C1(C)C=CC=CC=1.CO.C(O)=O. (5) Given the product [C:1]([C:5]1[CH:21]=[CH:20][C:8]([CH2:9][N:10]2[C:18]3[C:13](=[CH:14][C:15]([NH:19][C:35]([NH:34][C@H:26]([C:25]([OH:37])=[O:24])[CH2:27][C:28]4[CH:29]=[CH:30][CH:31]=[CH:32][CH:33]=4)=[O:36])=[CH:16][CH:17]=3)[CH:12]=[CH:11]2)=[CH:7][CH:6]=1)([CH3:4])([CH3:2])[CH3:3], predict the reactants needed to synthesize it. The reactants are: [C:1]([C:5]1[CH:21]=[CH:20][C:8]([CH2:9][N:10]2[C:18]3[C:13](=[CH:14][C:15]([NH2:19])=[CH:16][CH:17]=3)[CH:12]=[CH:11]2)=[CH:7][CH:6]=1)([CH3:4])([CH3:3])[CH3:2].C([O:24][C:25](=[O:37])[CH:26]([N:34]=[C:35]=[O:36])[CH2:27][C:28]1[CH:33]=[CH:32][CH:31]=[CH:30][CH:29]=1)C.O.[OH-].[Li+]. (6) Given the product [C:22]1([C:21]2[C:12]([C:9]3[CH:8]=[CH:7][C:6]([CH:2]=[O:1])=[CH:11][CH:10]=3)=[N:13][C:14]3[C:19]([CH:20]=2)=[C:18]([C:28]2[CH:29]=[N:30][NH:31][CH:32]=2)[N:17]=[CH:16][CH:15]=3)[CH:27]=[CH:26][CH:25]=[CH:24][CH:23]=1, predict the reactants needed to synthesize it. The reactants are: [O:1]1CCO[CH:2]1[C:6]1[CH:11]=[CH:10][C:9]([C:12]2[C:21]([C:22]3[CH:27]=[CH:26][CH:25]=[CH:24][CH:23]=3)=[CH:20][C:19]3[C:14](=[CH:15][CH:16]=[N:17][C:18]=3[C:28]3[CH:29]=[N:30][NH:31][CH:32]=3)[N:13]=2)=[CH:8][CH:7]=1.Cl. (7) The reactants are: [NH2:1]CCCO.[CH3:6][O:7][C:8]1[CH:9]=[C:10]2[C:15](=[CH:16][CH:17]=1)[N:14]=[C:13]([CH:18]=O)[CH:12]=[CH:11]2.[CH3:20][CH2:21][OH:22]. Given the product [CH3:6][O:7][C:8]1[CH:9]=[C:10]2[C:15](=[CH:16][CH:17]=1)[N:14]=[C:13]([CH2:18][NH:1][CH2:20][CH2:21][OH:22])[CH:12]=[CH:11]2, predict the reactants needed to synthesize it.